From a dataset of Full USPTO retrosynthesis dataset with 1.9M reactions from patents (1976-2016). Predict the reactants needed to synthesize the given product. (1) Given the product [Br:32][C:33]1[CH:38]=[CH:37][C:36]([S:8][C:9]2[CH:10]=[C:11]3[C:16](=[C:17]([CH3:19])[CH:18]=2)[N:15]=[CH:14][C:13]([C:20]([NH2:22])=[O:21])=[C:12]3[NH:23][C:24]2[CH:29]=[CH:28][CH:27]=[C:26]([O:30][CH3:31])[CH:25]=2)=[CH:35][CH:34]=1, predict the reactants needed to synthesize it. The reactants are: BrC1C=C([S:8][C:9]2[CH:10]=[C:11]3[C:16](=[C:17]([CH3:19])[CH:18]=2)[N:15]=[CH:14][C:13]([C:20]([NH2:22])=[O:21])=[C:12]3[NH:23][C:24]2[CH:29]=[CH:28][CH:27]=[C:26]([O:30][CH3:31])[CH:25]=2)C=CC=1.[Br:32][C:33]1[CH:38]=[CH:37][C:36](S)=[CH:35][CH:34]=1. (2) The reactants are: C(Cl)CCl.[OH:5][C:6]1[C:7]2[CH:8]=[C:9]([CH:17]=[CH:18][C:19]([OH:21])=O)[CH:10]=[N:11][C:12]=2[NH:13][C:14](=[O:16])[CH:15]=1.[CH3:22][NH:23][CH2:24][C:25]1[N:26]([CH3:34])[C:27]2[C:32]([CH:33]=1)=[CH:31][CH:30]=[CH:29][CH:28]=2.C1C=CC2N(O)N=NC=2C=1.O.CCN(C(C)C)C(C)C. Given the product [OH:5][C:6]1[C:7]2[CH:8]=[C:9]([CH:17]=[CH:18][C:19]([N:23]([CH3:22])[CH2:24][C:25]3[N:26]([CH3:34])[C:27]4[C:32]([CH:33]=3)=[CH:31][CH:30]=[CH:29][CH:28]=4)=[O:21])[CH:10]=[N:11][C:12]=2[NH:13][C:14](=[O:16])[CH:15]=1, predict the reactants needed to synthesize it. (3) Given the product [CH3:32][N:22]([CH2:21][C@@:9]1([C:3]2[CH:8]=[CH:7][CH:6]=[CH:5][CH:4]=2)[CH2:11][C@H:10]1[CH2:12][O:13][CH2:14][C:15]1[CH:16]=[CH:17][CH:18]=[CH:19][CH:20]=1)[S:23]([C:26]1[CH:31]=[CH:30][CH:29]=[CH:28][CH:27]=1)(=[O:25])=[O:24], predict the reactants needed to synthesize it. The reactants are: IC.[C:3]1([C@:9]2([CH2:21][NH:22][S:23]([C:26]3[CH:31]=[CH:30][CH:29]=[CH:28][CH:27]=3)(=[O:25])=[O:24])[CH2:11][C@H:10]2[CH2:12][O:13][CH2:14][C:15]2[CH:20]=[CH:19][CH:18]=[CH:17][CH:16]=2)[CH:8]=[CH:7][CH:6]=[CH:5][CH:4]=1.[C:32](=O)([O-])[O-].[K+].[K+]. (4) Given the product [O:31]=[C:13]1[C@H:12]([CH2:11][C:10]([NH:9][CH2:8][CH:36]2[CH2:37][CH2:38][O:33][CH2:34][CH2:35]2)=[O:32])[CH2:23][CH:22]=[CH:21][CH2:20][CH2:19][C:18](=[O:24])[O:17][C@H:16]([C:25]2[CH:26]=[CH:27][CH:28]=[CH:29][CH:30]=2)[CH2:15][NH:14]1, predict the reactants needed to synthesize it. The reactants are: ClC1N=CC([CH2:8][NH:9][C:10](=[O:32])[CH2:11][C@@H:12]2[CH2:23][CH:22]=[CH:21][CH2:20][CH2:19][C:18](=[O:24])[O:17][C@H:16]([C:25]3[CH:30]=[CH:29][CH:28]=[CH:27][CH:26]=3)[CH2:15][NH:14][C:13]2=[O:31])=CC=1.[O:33]1[CH2:38][CH2:37][CH:36](CN)[CH2:35][CH2:34]1. (5) Given the product [CH2:15]([S:12]([C:11]1[N:7]([C:1]2[CH:2]=[CH:3][CH:4]=[CH:5][CH:6]=2)[N:8]=[N:9][N:10]=1)(=[O:20])=[O:13])[CH3:16], predict the reactants needed to synthesize it. The reactants are: [C:1]1([N:7]2[C:11]([SH:12])=[N:10][N:9]=[N:8]2)[CH:6]=[CH:5][CH:4]=[CH:3][CH:2]=1.[OH-:13].[K+].[CH2:15](I)[CH3:16].C([OH:20])C. (6) Given the product [F:60][C:48]1[CH:47]=[CH:46][C:45]([NH:44][C:8]([C:5]2[CH:4]=[CH:3][C:2]([Cl:1])=[CH:7][N:6]=2)=[O:10])=[CH:50][C:49]=1[C:51]12[CH2:58][CH:57]1[CH2:56][O:55][CH2:54][C:53](=[S:59])[NH:52]2, predict the reactants needed to synthesize it. The reactants are: [Cl:1][C:2]1[CH:3]=[CH:4][C:5]([C:8]([OH:10])=O)=[N:6][CH:7]=1.C(N(C(C)C)CC)(C)C.F[P-](F)(F)(F)(F)F.N1(OC(N(C)C)=[N+](C)C)C2N=CC=CC=2N=N1.[NH2:44][C:45]1[CH:46]=[CH:47][C:48]([F:60])=[C:49]([C:51]23[CH2:58][CH:57]2[CH2:56][O:55][CH2:54][C:53](=[S:59])[NH:52]3)[CH:50]=1.